Dataset: Full USPTO retrosynthesis dataset with 1.9M reactions from patents (1976-2016). Task: Predict the reactants needed to synthesize the given product. (1) Given the product [Cl:1][C:2]1[CH:30]=[C:29]([O:31][CH2:32][CH3:33])[CH:28]=[CH:27][C:3]=1[CH2:4][N:5]1[C:9]2[CH:10]=[C:11]([O:15][CH2:16][CH2:17][CH2:18][C:19]([OH:21])=[O:20])[CH:12]=[C:13]([CH3:14])[C:8]=2[N:7]=[C:6]1[O:24][CH2:25][CH3:26], predict the reactants needed to synthesize it. The reactants are: [Cl:1][C:2]1[CH:30]=[C:29]([O:31][CH2:32][CH3:33])[CH:28]=[CH:27][C:3]=1[CH2:4][N:5]1[C:9]2[CH:10]=[C:11]([O:15][CH2:16][CH2:17][CH2:18][C:19]([O:21]CC)=[O:20])[CH:12]=[C:13]([CH3:14])[C:8]=2[N:7]=[C:6]1[O:24][CH2:25][CH3:26].[OH-].[Na+].Cl. (2) Given the product [C:1]([C:5]1[O:9][CH:8]=[N:7][C:6]=1[CH:10]=[C:11]([OH:15])[C:12]([NH:40][C@H:41]([C:49](=[O:50])[NH2:51])[CH2:42][C:43]1[CH:48]=[CH:47][CH:46]=[CH:45][CH:44]=1)=[O:14])([CH3:2])([CH3:3])[CH3:4], predict the reactants needed to synthesize it. The reactants are: [C:1]([C:5]1[O:9][CH:8]=[N:7][C:6]=1[CH:10]=[C:11]([OH:15])[C:12]([OH:14])=O)([CH3:4])([CH3:3])[CH3:2].C1C=CC2N(O)N=NC=2C=1.O.CCN=C=NCCCN(C)C.Cl.Cl.[NH2:40][C@H:41]([C:49]([NH2:51])=[O:50])[CH2:42][C:43]1[CH:48]=[CH:47][CH:46]=[CH:45][CH:44]=1.CCN(CC)CC. (3) Given the product [C:12]([O:16][C:17](=[O:24])[NH:18][C@@H:19]([CH:22]=[CH2:23])[CH2:20][OH:21])([CH3:15])([CH3:14])[CH3:13].[C:12]([O:16][C:17](=[O:24])[NH:18][C@H:19]([CH:22]=[CH2:23])[CH2:20][N:11]1[C:5]2[N:6]=[CH:7][N:8]=[C:9]([Cl:10])[C:4]=2[CH:3]=[C:2]1[Br:1])([CH3:14])([CH3:15])[CH3:13], predict the reactants needed to synthesize it. The reactants are: [Br:1][C:2]1[NH:11][C:5]2[N:6]=[CH:7][N:8]=[C:9]([Cl:10])[C:4]=2[CH:3]=1.[C:12]([O:16][C:17](=[O:24])[NH:18][C@H:19]([CH:22]=[CH2:23])[CH2:20][OH:21])([CH3:15])([CH3:14])[CH3:13]. (4) Given the product [F:33][C:28]1[CH:29]=[N:30][CH:31]=[CH:32][C:27]=1[C:7]1[NH:6][C:14]2[C:9]([CH:8]=1)=[CH:10][C:11]([C:15]1[N:16]=[C:17]([C:21]3[CH:26]=[CH:25][CH:24]=[CH:23][N:22]=3)[S:18][C:19]=1[CH3:20])=[CH:12][CH:13]=2, predict the reactants needed to synthesize it. The reactants are: C(OC([N:6]1[C:14]2[C:9](=[CH:10][C:11]([C:15]3[N:16]=[C:17]([C:21]4[CH:26]=[CH:25][CH:24]=[CH:23][N:22]=4)[S:18][C:19]=3[CH3:20])=[CH:12][CH:13]=2)[CH:8]=[C:7]1[C:27]1[CH:32]=[CH:31][N:30]=[CH:29][C:28]=1[F:33])=O)C.C([O-])([O-])=O.[K+].[K+]. (5) Given the product [F:20][C:21]1[CH:26]=[CH:25][CH:24]=[C:23]([F:27])[C:22]=1[CH2:28][N:13]1[C:12]2[CH:14]=[CH:15][CH:16]=[C:17]([O:18][CH3:19])[C:11]=2[N:10]=[C:9]1[C:3]1[C:4]([F:8])=[CH:5][CH:6]=[CH:7][C:2]=1[F:1], predict the reactants needed to synthesize it. The reactants are: [F:1][C:2]1[CH:7]=[CH:6][CH:5]=[C:4]([F:8])[C:3]=1[C:9]1[NH:10][C:11]2[C:17]([O:18][CH3:19])=[CH:16][CH:15]=[CH:14][C:12]=2[N:13]=1.[F:20][C:21]1[CH:26]=[CH:25][CH:24]=[C:23]([F:27])[C:22]=1[CH2:28]Br. (6) Given the product [F:1][C:2]1[CH:7]=[C:6]([B:8]2[O:12][C:11]([CH3:14])([CH3:13])[C:10]([CH3:16])([CH3:15])[O:9]2)[C:5]([CH3:17])=[C:4]([CH:3]=1)[NH2:18], predict the reactants needed to synthesize it. The reactants are: [F:1][C:2]1[CH:3]=[C:4]([N+:18]([O-])=O)[C:5]([CH3:17])=[C:6]([B:8]2[O:12][C:11]([CH3:14])([CH3:13])[C:10]([CH3:16])([CH3:15])[O:9]2)[CH:7]=1. (7) Given the product [O:1]1[CH:5]=[CH:4][CH:3]=[C:2]1[C:6]1[N:11]=[C:10]2[NH:12][C:20]([CH3:21])=[N:13][C:9]2=[CH:8][C:7]=1[C:14]1[CH:19]=[CH:18][N:17]=[CH:16][N:15]=1, predict the reactants needed to synthesize it. The reactants are: [O:1]1[CH:5]=[CH:4][CH:3]=[C:2]1[C:6]1[N:11]=[C:10]([NH2:12])[C:9]([NH2:13])=[CH:8][C:7]=1[C:14]1[CH:19]=[CH:18][N:17]=[CH:16][N:15]=1.[CH2:20](C(CC)(CC)C([O-])([O-])[O-])[CH3:21].O.C(=O)([O-])O.[Na+]. (8) Given the product [F:3][C:4]1[CH:5]=[CH:6][C:7]([C:10]2[C:14]([CH2:15][OH:16])=[C:13]([CH3:18])[O:12][N:11]=2)=[CH:8][CH:9]=1, predict the reactants needed to synthesize it. The reactants are: [BH4-].[Na+].[F:3][C:4]1[CH:9]=[CH:8][C:7]([C:10]2[C:14]([C:15](O)=[O:16])=[C:13]([CH3:18])[O:12][N:11]=2)=[CH:6][CH:5]=1. (9) Given the product [Cl:40][C:24]1[C:25]([NH:27][C:28]2[CH:33]=[CH:32][CH:31]=[CH:30][C:29]=2[S:34]([N:3]([CH3:4])[CH3:2])(=[O:35])=[O:36])=[N:26][C:21]([NH:78][C:72]2[C:69]3[CH2:70][CH2:71][CH:65]([NH:64][CH2:63][CH:62]([F:79])[F:61])[CH2:66][CH2:67][C:68]=3[CH:75]=[CH:74][C:73]=2[O:76][CH3:77])=[N:22][CH:23]=1, predict the reactants needed to synthesize it. The reactants are: Cl[C:2]1N=C(N[C@@H]2[C@@H]3C[C@@H](C=C3)[C@@H]2C(N)=O)C(Cl)=[CH:4][N:3]=1.Cl[C:21]1[N:26]=[C:25]([NH:27][C:28]2[CH:33]=[CH:32][CH:31]=[CH:30][C:29]=2[S:34](C(C)C)(=[O:36])=[O:35])[C:24]([Cl:40])=[CH:23][N:22]=1.COC1C(N)=CC2CCC(N3CCOCC3)CCC=2C=1.[F:61][CH:62]([F:79])[CH2:63][NH:64][CH:65]1[CH2:71][CH2:70][C:69]2=[C:72]([NH2:78])[C:73]([O:76][CH3:77])=[CH:74][CH:75]=[C:68]2[CH2:67][CH2:66]1. (10) Given the product [NH2:12][C:8]1[C:7]([Cl:13])=[CH:6][CH:5]=[C:4]2[C:9]=1[CH:10]=[CH:11][C:2]([N:23]1[CH2:22][CH2:21][N:20]([C:26]([O:28][C:29]([CH3:32])([CH3:31])[CH3:30])=[O:27])[CH2:25][CH2:24]1)=[N:3]2, predict the reactants needed to synthesize it. The reactants are: Cl[C:2]1[CH:11]=[CH:10][C:9]2[C:8]([NH2:12])=[C:7]([Cl:13])[CH:6]=[CH:5][C:4]=2[N:3]=1.C(=O)([O-])[O-].[K+].[K+].[N:20]1([C:26]([O:28][C:29]([CH3:32])([CH3:31])[CH3:30])=[O:27])[CH2:25][CH2:24][NH:23][CH2:22][CH2:21]1.O.